The task is: Predict the reaction yield, written as a fraction of the theoretical maximum amount of product (1.0 means a 100% yield; for example, 0.34 means a 34% yield).. This data is from Reaction yield outcomes from USPTO patents with 853,638 reactions. (1) The reactants are N1C=CN=C1.[CH3:6][C:7]([Si:10](Cl)([CH3:12])[CH3:11])([CH3:9])[CH3:8].[OH:14][CH2:15][CH2:16][C:17]1[O:18][CH:19]=[CH:20][CH:21]=1.CCOCC. The catalyst is CN(C=O)C. The product is [CH3:6][C:7]([Si:10]([CH3:12])([CH3:11])[O:14][CH2:15][CH2:16][C:17]1[O:18][CH:19]=[CH:20][CH:21]=1)([CH3:9])[CH3:8]. The yield is 0.917. (2) The reactants are CC1(C)COB([C:8]2[CH:9]=[C:10]([NH2:23])[C:11]([N:14]([CH2:19][CH:20]([CH3:22])[CH3:21])[CH2:15][CH:16]([CH3:18])[CH3:17])=[CH:12][CH:13]=2)OC1.Br[C:26]1[CH:33]=[CH:32][CH:31]=[CH:30][C:27]=1[C:28]#[N:29].P([O-])([O-])([O-])=O.[K+].[K+].[K+]. The yield is 0.850. No catalyst specified. The product is [NH2:23][C:10]1[CH:9]=[C:8]([C:26]2[C:27]([C:28]#[N:29])=[CH:30][CH:31]=[CH:32][CH:33]=2)[CH:13]=[CH:12][C:11]=1[N:14]([CH2:15][CH:16]([CH3:17])[CH3:18])[CH2:19][CH:20]([CH3:21])[CH3:22]. (3) The reactants are [CH3:1][Si:2]([CH3:23])([CH3:22])[CH2:3][CH2:4][O:5][C:6]([N:8]1[CH2:13][CH2:12][CH:11]([C:14]2[CH:19]=[CH:18][CH:17]=[C:16]([CH2:20][NH2:21])[CH:15]=2)[CH2:10][CH2:9]1)=[O:7].[C:24]([O-:27])(O)=[O:25].[Na+]. The catalyst is ClCCl. The product is [CH3:1][Si:2]([CH3:23])([CH3:22])[CH2:3][CH2:4][O:5][C:6]([N:8]1[CH2:13][CH2:12][CH:11]([C:14]2[CH:19]=[CH:18][CH:17]=[C:16]([CH2:20][NH:21][C:24]([O:27][C:11]([CH3:14])([CH3:12])[CH3:10])=[O:25])[CH:15]=2)[CH2:10][CH2:9]1)=[O:7]. The yield is 1.00. (4) The reactants are [CH3:1][O:2][C:3]1[CH:4]=[C:5]2[C:9](=[CH:10][C:11]=1[N+:12]([O-])=O)[N:8]([C:15](=[O:19])[CH2:16][O:17][CH3:18])[CH2:7][CH2:6]2.CO.[BH4-].[Na+]. The catalyst is C1COCC1.Cl[Ni]Cl. The product is [CH3:1][O:2][C:3]1[CH:4]=[C:5]2[C:9](=[CH:10][C:11]=1[NH2:12])[N:8]([C:15](=[O:19])[CH2:16][O:17][CH3:18])[CH2:7][CH2:6]2. The yield is 0.250. (5) The reactants are Br[C:2]1[CH:7]=[CH:6][C:5]([CH:8]([N:12]2[CH2:25][CH2:24][C:15]3([O:20][CH2:19][C:18](=[O:21])[N:17]([CH2:22][CH3:23])[CH2:16]3)[CH2:14][CH2:13]2)[C:9]([NH2:11])=[O:10])=[C:4]([F:26])[CH:3]=1.CC1(C)C(C)(C)OB(B2OC(C)(C)C(C)(C)O2)O1.C([O-])(=O)C.[K+].Br[C:51]1[CH:60]=[C:59]2[C:54]([CH:55]=[C:56]([CH3:61])[CH:57]=[N:58]2)=[CH:53][CH:52]=1.C([O-])([O-])=O.[K+].[K+]. The catalyst is O1CCOCC1.C1C=CC(P(C2C=CC=CC=2)[C-]2C=CC=C2)=CC=1.C1C=CC(P(C2C=CC=CC=2)[C-]2C=CC=C2)=CC=1.Cl[Pd]Cl.[Fe+2].C(Cl)Cl. The product is [CH2:22]([N:17]1[CH2:16][C:15]2([CH2:24][CH2:25][N:12]([CH:8]([C:5]3[CH:6]=[CH:7][C:2]([C:51]4[CH:60]=[C:59]5[C:54]([CH:55]=[C:56]([CH3:61])[CH:57]=[N:58]5)=[CH:53][CH:52]=4)=[CH:3][C:4]=3[F:26])[C:9]([NH2:11])=[O:10])[CH2:13][CH2:14]2)[O:20][CH2:19][C:18]1=[O:21])[CH3:23]. The yield is 0.510. (6) The reactants are Br[C:2]1[N:7]=[C:6]2[N:8]([C@H:13]3[CH2:18][CH2:17][C@H:16]([O:19][CH3:20])[CH2:15][CH2:14]3)[C:9](=[O:12])[CH2:10][NH:11][C:5]2=[N:4][CH:3]=1.BrC1N=C([NH:35][C@H:36]2[CH2:41][CH2:40][C@H:39](OC)[CH2:38]C2)C(NCC(OCC)=O)=NC=1.[C:44]([OH:50])([C:46](F)(F)F)=O.[C:51](=O)(O)[O-].[Na+]. The catalyst is O.CO. The product is [OH:50][C:44]([C:36]1[N:35]=[CH:38][C:39]([C:2]2[N:7]=[C:6]3[N:8]([C@H:13]4[CH2:18][CH2:17][C@H:16]([O:19][CH3:20])[CH2:15][CH2:14]4)[C:9](=[O:12])[CH2:10][NH:11][C:5]3=[N:4][CH:3]=2)=[CH:40][CH:41]=1)([CH3:46])[CH3:51]. The yield is 0.550.